From a dataset of Forward reaction prediction with 1.9M reactions from USPTO patents (1976-2016). Predict the product of the given reaction. (1) Given the reactants [Br-:1].[CH2:2]([N+:11]1[CH:16]=[CH:15][CH:14]=[CH:13][CH:12]=1)[C:3]([C:5]1[CH:10]=[CH:9][CH:8]=[CH:7][CH:6]=1)=O.[C:17]([O-])(=O)[CH3:18].[NH4+].[C:22]1(C)[CH:27]=[CH:26][CH:25]=[CH:24][CH:23]=1.O.[C:30](O)(=O)[CH3:31], predict the reaction product. The product is: [Br:1][C:8]1[CH:7]=[CH:6][C:5]([C:3]2[C:2]([C:22]3[CH:23]=[CH:24][CH:25]=[CH:26][CH:27]=3)=[N:11][C:16]([C:15]3[CH:14]=[CH:13][CH:12]=[CH:18][CH:17]=3)=[CH:30][CH:31]=2)=[CH:10][CH:9]=1. (2) Given the reactants Br[C:2]1[CH:7]=[CH:6][CH:5]=[C:4]([O:8][CH2:9][CH2:10][CH2:11][CH2:12][CH2:13][CH2:14]C)[CH:3]=1.[CH3:16][Si:17]([CH2:20][CH3:21])([CH3:19])[CH3:18], predict the reaction product. The product is: [CH2:9]([O:8][C:4]1[CH:3]=[C:2]([C:21]#[C:20][Si:17]([CH3:19])([CH3:18])[CH3:16])[CH:7]=[CH:6][CH:5]=1)[CH2:10][CH2:11][CH2:12][CH2:13][CH3:14]. (3) Given the reactants [Si:1]([O:8][C@@H:9]1[C@@H:14]([CH3:15])[CH2:13][N:12]([C:16]2[C:21]([N+:22]([O-])=O)=[CH:20][N:19]=[C:18]3[O:25][CH2:26][CH2:27][C:17]=23)[CH2:11][C@H:10]1[NH:28][C:29](=[O:35])[O:30][C:31]([CH3:34])([CH3:33])[CH3:32])([C:4]([CH3:7])([CH3:6])[CH3:5])([CH3:3])[CH3:2].[Cl-].[NH4+].O, predict the reaction product. The product is: [NH2:22][C:21]1[C:16]([N:12]2[CH2:13][C@H:14]([CH3:15])[C@@H:9]([O:8][Si:1]([C:4]([CH3:6])([CH3:5])[CH3:7])([CH3:2])[CH3:3])[C@H:10]([NH:28][C:29](=[O:35])[O:30][C:31]([CH3:34])([CH3:33])[CH3:32])[CH2:11]2)=[C:17]2[CH2:27][CH2:26][O:25][C:18]2=[N:19][CH:20]=1. (4) Given the reactants [CH2:1]([C:8]1([OH:31])[CH2:13][CH2:12][N:11]([CH2:14][CH2:15][NH:16][C:17]([NH:19][C:20]2[C:29]3[C:24](=[CH:25][CH:26]=[CH:27][CH:28]=3)[N:23]=[C:22]([CH3:30])[CH:21]=2)=[O:18])[CH2:10][CH2:9]1)[C:2]1[CH:7]=[CH:6][CH:5]=[CH:4][CH:3]=1.[OH:32][S:33]([OH:36])(=[O:35])=[O:34], predict the reaction product. The product is: [CH2:1]([C:8]1([OH:31])[CH2:9][CH2:10][N:11]([CH2:14][CH2:15][NH:16][C:17]([NH:19][C:20]2[C:29]3[C:24](=[CH:25][CH:26]=[CH:27][CH:28]=3)[N:23]=[C:22]([CH3:30])[CH:21]=2)=[O:18])[CH2:12][CH2:13]1)[C:2]1[CH:7]=[CH:6][CH:5]=[CH:4][CH:3]=1.[S:33]([O-:36])([O-:35])(=[O:34])=[O:32]. (5) Given the reactants [F:1][C:2]1[C:3]([CH2:24][N:25]([CH3:33])C(=O)OC(C)(C)C)=[CH:4][N:5]([S:14]([C:17]2[O:18][C:19]([CH2:22][OH:23])=[CH:20][CH:21]=2)(=[O:16])=[O:15])[C:6]=1[C:7]1[C:8]([F:13])=[N:9][CH:10]=[CH:11][CH:12]=1.[C:34]([O:37]CC)(=[O:36])[CH3:35].Cl.[C:41]([O:44]CC)(=[O:43])[CH3:42], predict the reaction product. The product is: [C:41]([OH:44])(=[O:43])/[CH:42]=[CH:35]/[C:34]([OH:37])=[O:36].[C:34]([O:23][CH2:22][C:19]1[O:18][C:17]([S:14]([N:5]2[CH:4]=[C:3]([CH2:24][NH:25][CH3:33])[C:2]([F:1])=[C:6]2[C:7]2[C:8]([F:13])=[N:9][CH:10]=[CH:11][CH:12]=2)(=[O:16])=[O:15])=[CH:21][CH:20]=1)(=[O:36])[CH3:35]. (6) Given the reactants [NH2:1][C:2]1[CH:20]=[CH:19][C:18]([S:21]([CH3:24])(=[O:23])=[O:22])=[CH:17][C:3]=1[C:4]([NH:6][C:7]1[CH:12]=[CH:11][C:10]([CH:13]([CH2:15][CH3:16])[CH3:14])=[CH:9][CH:8]=1)=[O:5].[OH:25][CH2:26][CH2:27][O:28][C:29]1[C:36]([CH3:37])=[CH:35][C:32]([CH:33]=O)=[CH:31][C:30]=1[CH3:38], predict the reaction product. The product is: [CH:13]([C:10]1[CH:9]=[CH:8][C:7]([N:6]2[C:4](=[O:5])[C:3]3[C:2](=[CH:20][CH:19]=[C:18]([S:21]([CH3:24])(=[O:23])=[O:22])[CH:17]=3)[N:1]=[C:33]2[C:32]2[CH:35]=[C:36]([CH3:37])[C:29]([O:28][CH2:27][CH2:26][OH:25])=[C:30]([CH3:38])[CH:31]=2)=[CH:12][CH:11]=1)([CH2:15][CH3:16])[CH3:14]. (7) Given the reactants [CH2:1]([CH:3]1[O:5][CH2:4]1)Cl.[OH-:6].[K+].S([O-])([O-])(=O)=O.[Na+].[Na+], predict the reaction product. The product is: [CH2:1]([O:6][CH2:1][CH:3]1[O:5][CH2:4]1)[CH:3]1[O:5][CH2:4]1. (8) Given the reactants F[C:2]1[N:7]=[C:6]([Sn:8]([CH2:17][CH2:18][CH2:19][CH3:20])([CH2:13][CH2:14][CH2:15][CH3:16])[CH2:9][CH2:10][CH2:11][CH3:12])[CH:5]=[CH:4][CH:3]=1.[CH3:21][S-:22].[Na+], predict the reaction product. The product is: [CH3:21][S:22][C:2]1[CH:3]=[CH:4][CH:5]=[C:6]([Sn:8]([CH2:17][CH2:18][CH2:19][CH3:20])([CH2:13][CH2:14][CH2:15][CH3:16])[CH2:9][CH2:10][CH2:11][CH3:12])[N:7]=1. (9) Given the reactants [CH3:1][O:2][C:3]1[CH:4]=[N:5][C:6]2[CH:7]=[CH:8][CH:9]=[C:10]([OH:13])[C:11]=2[N:12]=1.C1C(=O)N([Cl:21])C(=O)C1, predict the reaction product. The product is: [Cl:21][C:9]1[CH:8]=[CH:7][C:6]2[N:5]=[CH:4][C:3]([O:2][CH3:1])=[N:12][C:11]=2[C:10]=1[OH:13]. (10) Given the reactants [CH2:1]([O:8][C:9]([CH:11]1[CH2:15][O:14][C:13]([CH:16]([CH2:22][C:23]2[CH:28]=[CH:27][C:26]([O:29][Si:30]([CH:37]([CH3:39])[CH3:38])([CH:34]([CH3:36])[CH3:35])[CH:31]([CH3:33])[CH3:32])=[CH:25][CH:24]=2)[CH2:17][C:18]([O:20][CH3:21])=[O:19])=[N:12]1)=[O:10])[C:2]1[CH:7]=[CH:6][CH:5]=[CH:4][CH:3]=1.C1CCN2C(=NCCC2)CC1.BrC(Cl)(Cl)Cl, predict the reaction product. The product is: [CH2:1]([O:8][C:9]([C:11]1[N:12]=[C:13]([CH:16]([CH2:22][C:23]2[CH:24]=[CH:25][C:26]([O:29][Si:30]([CH:37]([CH3:39])[CH3:38])([CH:34]([CH3:36])[CH3:35])[CH:31]([CH3:32])[CH3:33])=[CH:27][CH:28]=2)[CH2:17][C:18]([O:20][CH3:21])=[O:19])[O:14][CH:15]=1)=[O:10])[C:2]1[CH:3]=[CH:4][CH:5]=[CH:6][CH:7]=1.